From a dataset of Reaction yield outcomes from USPTO patents with 853,638 reactions. Predict the reaction yield, written as a fraction of the theoretical maximum amount of product (1.0 means a 100% yield; for example, 0.34 means a 34% yield). (1) The reactants are [Br:1][C:2]1[CH:16]=[CH:15][C:5]([C:6]([C@@H:8]2[CH2:11][CH2:10][C@H:9]2[C:12]([OH:14])=[O:13])=[O:7])=[CH:4][CH:3]=1.[CH3:17]OC(OC)(C)C.Cl. The catalyst is CO. The product is [Br:1][C:2]1[CH:3]=[CH:4][C:5]([C:6]([C@@H:8]2[CH2:11][CH2:10][C@H:9]2[C:12]([O:14][CH3:17])=[O:13])=[O:7])=[CH:15][CH:16]=1. The yield is 0.780. (2) The reactants are [Cl:1][C:2]1[N:7]=[C:6]([CH2:8][C:9]([C:11]2[CH:16]=[CH:15][C:14]([CH2:17][O:18][Si:19]([C:22]([CH3:25])([CH3:24])[CH3:23])([CH3:21])[CH3:20])=[C:13]([O:26][CH3:27])[CH:12]=2)=O)[CH:5]=[CH:4][N:3]=1.[C:28](=[S:32])([NH2:31])[CH2:29][CH3:30].N1C=CN=C1. The catalyst is C(Cl)Cl.C1C(=O)N(Br)C(=O)C1.CS(C)=O. The product is [Cl:1][C:2]1[N:7]=[C:6]([C:8]2[S:32][C:28]([CH2:29][CH3:30])=[N:31][C:9]=2[C:11]2[CH:16]=[CH:15][C:14]([CH2:17][O:18][Si:19]([C:22]([CH3:25])([CH3:24])[CH3:23])([CH3:21])[CH3:20])=[C:13]([O:26][CH3:27])[CH:12]=2)[CH:5]=[CH:4][N:3]=1. The yield is 0.387. (3) The reactants are CN(C(ON1N=NC2C=CC=NC1=2)=[N+](C)C)C.F[P-](F)(F)(F)(F)F.[NH2:25][CH2:26][C:27]1[C:28]([F:44])=[C:29]([O:34][C:35]2[CH:36]=[C:37]([CH:40]=[C:41]([Cl:43])[CH:42]=2)[C:38]#[N:39])[C:30]([Cl:33])=[CH:31][CH:32]=1.[Cl:45][C:46]1[CH:50]=[CH:49][NH:48][C:47]=1[C:51](O)=[O:52].CCN(C(C)C)C(C)C. The catalyst is CN(C=O)C. The product is [Cl:45][C:46]1[CH:50]=[CH:49][NH:48][C:47]=1[C:51]([NH:25][CH2:26][C:27]1[CH:32]=[CH:31][C:30]([Cl:33])=[C:29]([O:34][C:35]2[CH:36]=[C:37]([C:38]#[N:39])[CH:40]=[C:41]([Cl:43])[CH:42]=2)[C:28]=1[F:44])=[O:52]. The yield is 0.260. (4) The reactants are [CH2:1]([O:3][C:4]([C:6]1[NH:7][C:8]([CH3:12])=[CH:9][C:10]=1[CH3:11])=[O:5])[CH3:2].[CH3:13][N:14]1[CH2:19][CH2:18][C:17](=O)[CH2:16][CH2:15]1. The catalyst is C(O)(=O)C.C(O)(C(F)(F)F)=O. The product is [CH2:1]([O:3][C:4]([C:6]1[NH:7][C:8]([CH3:12])=[C:9]([C:17]2[CH2:18][CH2:19][N:14]([CH3:13])[CH2:15][CH:16]=2)[C:10]=1[CH3:11])=[O:5])[CH3:2]. The yield is 0.850. (5) The reactants are [OH:1][C:2]1[CH:7]=[CH:6][C:5]([C:8]2[C:16]3[C:11](=[CH:12][CH:13]=[C:14]([C:17]#[N:18])[CH:15]=3)[N:10](C3CCCCO3)[N:9]=2)=[CH:4][CH:3]=1.C1(P(C2C=CC=CC=2)C2C=CC=CC=2)C=CC=CC=1.O[CH2:45][CH2:46][N:47]1[CH2:52][CH2:51][O:50][CH2:49][CH2:48]1.N(C(OCC)=O)=NC(OCC)=O. The catalyst is CCOC(C)=O.CCOC(C)=O.CCCCCC.C1COCC1. The product is [N:47]1([CH2:46][CH2:45][O:1][C:2]2[CH:7]=[CH:6][C:5]([C:8]3[C:16]4[C:11](=[CH:12][CH:13]=[C:14]([C:17]#[N:18])[CH:15]=4)[NH:10][N:9]=3)=[CH:4][CH:3]=2)[CH2:52][CH2:51][O:50][CH2:49][CH2:48]1. The yield is 0.711. (6) The reactants are Br[C:2]1[C:10]2[O:11][CH2:12][CH2:13][C:9]=2[C:8]2[C:7](=[O:14])[CH2:6][CH2:5][C:4]=2[C:3]=1Br.C([O-])(=O)C.[Na+].[H][H]. The catalyst is [Pd].CO. The product is [CH2:13]1[CH2:12][O:11][C:10]2[CH:2]=[CH:3][C:4]3[CH2:5][CH2:6][C:7](=[O:14])[C:8]=3[C:9]1=2. The yield is 0.866. (7) The reactants are [CH2:1]([O:8][C:9]1[CH:14]=[CH:13][C:12](/[CH:15]=[CH:16]/[C:17]([C:19]2[CH:24]=[CH:23][C:22]([O:25][CH2:26][O:27][CH3:28])=[CH:21][C:20]=2[OH:29])=[O:18])=[CH:11][C:10]=1[O:30][CH2:31][O:32][CH3:33])[C:2]1[CH:7]=[CH:6][CH:5]=[CH:4][CH:3]=1.[OH-:34].[Na+].OO. The catalyst is CO. The product is [CH2:1]([O:8][C:9]1[CH:14]=[CH:13][C:12]([C:15]2[O:29][C:20]3[C:19]([C:17](=[O:18])[C:16]=2[OH:34])=[CH:24][CH:23]=[C:22]([O:25][CH2:26][O:27][CH3:28])[CH:21]=3)=[CH:11][C:10]=1[O:30][CH2:31][O:32][CH3:33])[C:2]1[CH:7]=[CH:6][CH:5]=[CH:4][CH:3]=1. The yield is 0.120. (8) The reactants are Br.[N:2]1[CH:7]=[CH:6][CH:5]=[C:4]([O:8][C:9]2[CH:14]=[CH:13][C:12]([C:15]3[O:19][C:18]([NH2:20])=[N:17][N:16]=3)=[CH:11][CH:10]=2)[CH:3]=1.[F:21][C:22]([F:34])([F:33])[O:23][C:24]1[CH:32]=[CH:31][C:27]([C:28](Cl)=[O:29])=[CH:26][CH:25]=1. The catalyst is N1C=CC=CC=1.CO. The product is [N:2]1[CH:7]=[CH:6][CH:5]=[C:4]([O:8][C:9]2[CH:10]=[CH:11][C:12]([C:15]3[O:19][C:18]([NH:20][C:28](=[O:29])[C:27]4[CH:31]=[CH:32][C:24]([O:23][C:22]([F:21])([F:33])[F:34])=[CH:25][CH:26]=4)=[N:17][N:16]=3)=[CH:13][CH:14]=2)[CH:3]=1. The yield is 0.402.